This data is from Full USPTO retrosynthesis dataset with 1.9M reactions from patents (1976-2016). The task is: Predict the reactants needed to synthesize the given product. (1) The reactants are: [NH:1]1[C:9]2[CH2:8][CH2:7][NH:6][CH2:5][C:4]=2[N:3]=[N:2]1.C(N(CC)C(C)C)(C)C.Cl[C:20]([N:22]1[CH2:26][C@H:25]2[CH2:27][N:28]([C:30]([O:32][C:33]([CH3:36])([CH3:35])[CH3:34])=[O:31])[CH2:29][C@@H:24]2[CH2:23]1)=[O:21]. Given the product [NH:1]1[C:9]2[CH2:8][CH2:7][N:6]([C:20]([N:22]3[CH2:26][C@H:25]4[CH2:27][N:28]([C:30]([O:32][C:33]([CH3:36])([CH3:35])[CH3:34])=[O:31])[CH2:29][C@@H:24]4[CH2:23]3)=[O:21])[CH2:5][C:4]=2[N:3]=[N:2]1, predict the reactants needed to synthesize it. (2) The reactants are: [H-].[Na+].[OH:3][CH:4]1[CH2:8][CH2:7][O:6][CH2:5]1.F[C:10]1[CH:15]=[CH:14][CH:13]=[CH:12][C:11]=1[N+:16]([O-:18])=[O:17].O. Given the product [N+:16]([C:11]1[CH:12]=[CH:13][CH:14]=[CH:15][C:10]=1[O:3][CH:4]1[CH2:8][CH2:7][O:6][CH2:5]1)([O-:18])=[O:17], predict the reactants needed to synthesize it.